This data is from HIV replication inhibition screening data with 41,000+ compounds from the AIDS Antiviral Screen. The task is: Binary Classification. Given a drug SMILES string, predict its activity (active/inactive) in a high-throughput screening assay against a specified biological target. (1) The drug is C=C1CN(S(=O)(=O)c2ccc(C)cc2)CCN(Cc2ccccc2)CCN(S(=O)(=O)c2ccc(C)cc2)C1. The result is 0 (inactive). (2) The result is 1 (active). The compound is Sc1nc(Nc2ccc(Cl)cc2)c2c3c(sc2n1)CCCC3. (3) The molecule is CCCC1(CC(=O)O)OCCc2c1[nH]c1ccccc21. The result is 0 (inactive). (4) The compound is CN(CCc1ccccn1)[N+]([O-])=NO.CNCCc1ccccn1. The result is 0 (inactive). (5) The result is 0 (inactive). The molecule is O=C(OOC(=O)c1ccccc1)c1ccccc1. (6) The drug is N#CCN(Cc1ccccc1)C1CCCC1(O)C#Cc1ccc2c(c1)OCO2. The result is 0 (inactive). (7) The drug is Cc1[nH]c2ccccc2c1C1Cc2ccccc2N1C(=O)C(Cl)=Cc1ccccc1. The result is 0 (inactive). (8) The drug is CC(=S)NC1C(Oc2ccc3c(C)cc(=O)oc3c2)OC(CO)C(O)C1O. The result is 0 (inactive). (9) The molecule is COc1ccc(C2=Nc3ccccc3NC(=O)C2)cc1. The result is 0 (inactive).